This data is from Forward reaction prediction with 1.9M reactions from USPTO patents (1976-2016). The task is: Predict the product of the given reaction. (1) Given the reactants I.[C:2](SC)(=[NH:9])[C:3]1[CH:8]=[CH:7][CH:6]=[CH:5][CH:4]=1.[NH2:12][C:13]1[CH:14]=[C:15]([NH:19][C:20](=[O:28])[CH2:21][C:22]2[CH:27]=[CH:26][CH:25]=[CH:24][CH:23]=2)[CH:16]=[CH:17][CH:18]=1.[OH-].[Na+], predict the reaction product. The product is: [NH:9]=[C:2]([NH:12][C:13]1[CH:14]=[C:15]([NH:19][C:20](=[O:28])[CH2:21][C:22]2[CH:23]=[CH:24][CH:25]=[CH:26][CH:27]=2)[CH:16]=[CH:17][CH:18]=1)[C:3]1[CH:8]=[CH:7][CH:6]=[CH:5][CH:4]=1. (2) The product is: [NH2:45][CH2:46][CH2:47][C:48]([NH:1][C@H:2]1[CH2:7][CH2:6][CH2:5][N:4]([CH2:8][C:9]2[C:18]([Cl:19])=[C:17]3[C:12]([C:13](=[O:33])[N:14]([CH2:20][C:21]4[CH:26]=[C:25]([Cl:27])[CH:24]=[CH:23][C:22]=4[S:28]([CH2:31][CH3:32])(=[O:30])=[O:29])[CH:15]=[N:16]3)=[CH:11][C:10]=2[C:34]([F:35])([F:36])[F:37])[CH2:3]1)=[O:49]. Given the reactants [NH2:1][C@H:2]1[CH2:7][CH2:6][CH2:5][N:4]([CH2:8][C:9]2[C:18]([Cl:19])=[C:17]3[C:12]([C:13](=[O:33])[N:14]([CH2:20][C:21]4[CH:26]=[C:25]([Cl:27])[CH:24]=[CH:23][C:22]=4[S:28]([CH2:31][CH3:32])(=[O:30])=[O:29])[CH:15]=[N:16]3)=[CH:11][C:10]=2[C:34]([F:37])([F:36])[F:35])[CH2:3]1.CC(OC([NH:45][CH2:46][CH2:47][C:48](O)=[O:49])=O)(C)C, predict the reaction product. (3) Given the reactants Cl[CH:2]([C:5]1[N:6]([C:15]2[CH:20]=[CH:19][CH:18]=[CH:17][CH:16]=2)[C:7](=[O:14])[C:8]2[S:13][CH:12]=[CH:11][C:9]=2[N:10]=1)[CH2:3][CH3:4].[NH3:21], predict the reaction product. The product is: [NH2:21][CH:2]([C:5]1[N:6]([C:15]2[CH:20]=[CH:19][CH:18]=[CH:17][CH:16]=2)[C:7](=[O:14])[C:8]2[S:13][CH:12]=[CH:11][C:9]=2[N:10]=1)[CH2:3][CH3:4].